Dataset: Full USPTO retrosynthesis dataset with 1.9M reactions from patents (1976-2016). Task: Predict the reactants needed to synthesize the given product. (1) Given the product [F:12][C:13]1[CH:14]=[C:15]([O:19][C:2]2[CH:9]=[CH:8][C:7]([CH:10]=[O:11])=[CH:6][C:3]=2[C:4]#[N:5])[CH:16]=[N:17][CH:18]=1, predict the reactants needed to synthesize it. The reactants are: F[C:2]1[CH:9]=[CH:8][C:7]([CH:10]=[O:11])=[CH:6][C:3]=1[C:4]#[N:5].[F:12][C:13]1[CH:14]=[C:15]([OH:19])[CH:16]=[N:17][CH:18]=1. (2) Given the product [NH:43]([C:37]([C:32]1[CH:33]=[CH:34][CH:35]=[CH:36][C:31]=1[C:28]1[CH:27]=[CH:26][C:25]([CH2:24][N:20]2[C:21]3[C:17](=[CH:16][C:15]([C:13]([NH:12][C@H:10]([C:6]4[CH:7]=[CH:8][CH:9]=[C:4]([CH:1]([CH3:2])[CH3:3])[CH:5]=4)[CH3:11])=[O:14])=[CH:23][CH:22]=3)[C:18]([CH3:41])=[C:19]2[CH3:40])=[CH:30][CH:29]=1)=[O:38])[NH2:44], predict the reactants needed to synthesize it. The reactants are: [CH:1]([C:4]1[CH:5]=[C:6]([C@@H:10]([NH:12][C:13]([C:15]2[CH:16]=[C:17]3[C:21](=[CH:22][CH:23]=2)[N:20]([CH2:24][C:25]2[CH:30]=[CH:29][C:28]([C:31]4[C:32]([C:37](O)=[O:38])=[CH:33][CH:34]=[CH:35][CH:36]=4)=[CH:27][CH:26]=2)[C:19]([CH3:40])=[C:18]3[CH3:41])=[O:14])[CH3:11])[CH:7]=[CH:8][CH:9]=1)([CH3:3])[CH3:2].Cl.[NH2:43][NH2:44].CN(C(ON1N=NC2C=CC=NC1=2)=[N+](C)C)C.F[P-](F)(F)(F)(F)F.CCN(C(C)C)C(C)C.